Predict the reactants needed to synthesize the given product. From a dataset of Full USPTO retrosynthesis dataset with 1.9M reactions from patents (1976-2016). (1) Given the product [C:1]([C@H:5]1[CH2:10][CH2:9][C@H:8]([NH:11][C:12]2[N:13]=[CH:14][C:15]3[C:20]([CH:21]=2)=[CH:19][C:18]([C:22]([NH:25][CH:26]2[CH2:31][CH2:30][CH2:29][CH:28]([C:32]([O:34][CH3:35])=[O:33])[CH2:27]2)=[O:23])=[CH:17][CH:16]=3)[CH2:7][CH2:6]1)([CH3:4])([CH3:2])[CH3:3], predict the reactants needed to synthesize it. The reactants are: [C:1]([C@H:5]1[CH2:10][CH2:9][C@H:8]([NH:11][C:12]2[N:13]=[CH:14][C:15]3[C:20]([CH:21]=2)=[CH:19][C:18]([C:22](O)=[O:23])=[CH:17][CH:16]=3)[CH2:7][CH2:6]1)([CH3:4])([CH3:3])[CH3:2].[NH2:25][CH:26]1[CH2:31][CH2:30][CH2:29][CH:28]([C:32]([O:34][CH3:35])=[O:33])[CH2:27]1.CN(C(ON1N=NC2C=CC=NC1=2)=[N+](C)C)C.F[P-](F)(F)(F)(F)F.CCN(C(C)C)C(C)C. (2) The reactants are: [I:1][C:2]1[CH:3]=[CH:4][C:5]([NH:8][NH2:9])=[N:6][CH:7]=1.[N:10]1([CH2:16][CH2:17][O:18][C:19]2[CH:20]=[C:21]([CH:24]=[CH:25][CH:26]=2)[CH:22]=O)[CH2:15][CH2:14][O:13][CH2:12][CH2:11]1. Given the product [I:1][C:2]1[CH:3]=[CH:4][C:5]([NH:8]/[N:9]=[CH:22]/[C:21]2[CH:24]=[CH:25][CH:26]=[C:19]([O:18][CH2:17][CH2:16][N:10]3[CH2:15][CH2:14][O:13][CH2:12][CH2:11]3)[CH:20]=2)=[N:6][CH:7]=1, predict the reactants needed to synthesize it. (3) The reactants are: [CH2:1](N1C=CN=C1)C.[CH2:8]([N:24]1[CH:28]=[CH:27][N:26]=[CH:25]1)[CH2:9][CH2:10][CH2:11][CH2:12][CH2:13][CH2:14][CH2:15][CH2:16][CH2:17][CH2:18][CH2:19][CH2:20][CH2:21][CH2:22][CH3:23].[P:29]([O:35]C)([O:33][CH3:34])([O:31][CH3:32])=[O:30]. Given the product [CH3:32][O:31][P:29]([O-:35])([O:33][CH3:34])=[O:30].[CH2:8]([N+:24]1[CH:28]=[CH:27][N:26]([CH3:1])[CH:25]=1)[CH2:9][CH2:10][CH2:11][CH2:12][CH2:13][CH2:14][CH2:15][CH2:16][CH2:17][CH2:18][CH2:19][CH2:20][CH2:21][CH2:22][CH3:23], predict the reactants needed to synthesize it. (4) Given the product [Br:1][C:2]1[CH:3]=[C:4]([F:16])[C:5]([C@H:8]([NH:9][S:10]([C:12]([CH3:13])([CH3:15])[CH3:14])=[O:11])[CH3:17])=[N:6][CH:7]=1, predict the reactants needed to synthesize it. The reactants are: [Br:1][C:2]1[CH:3]=[C:4]([F:16])[C:5](/[CH:8]=[N:9]/[S:10]([C:12]([CH3:15])([CH3:14])[CH3:13])=[O:11])=[N:6][CH:7]=1.[CH3:17][Mg]Cl.O. (5) Given the product [C:1]([N:5]1[C:9]([CH:10]([CH3:12])[CH3:11])=[CH:8][C:7]([C:13]([C:15]2[CH:16]=[CH:17][C:35]([C:34]([OH:37])=[O:36])=[CH:19][CH:20]=2)=[CH2:14])=[N:6]1)([CH3:2])([CH3:3])[CH3:4], predict the reactants needed to synthesize it. The reactants are: [C:1]([N:5]1[C:9]([CH:10]([CH3:12])[CH3:11])=[CH:8][C:7]([C:13]([C:15]2[CH:20]=[CH:19]C(C3OCC(C)(C)N=3)=[CH:17][CH:16]=2)=[CH2:14])=[N:6]1)([CH3:4])([CH3:3])[CH3:2].[OH-].[Na+].Cl.ClCCl.[C:34]([O:37]CC)(=[O:36])[CH3:35]. (6) Given the product [N:1]1[CH:6]=[CH:5][CH:4]=[C:3]([C:7]2[O:11][C:10]([CH2:12][OH:13])=[CH:9][CH:8]=2)[CH:2]=1, predict the reactants needed to synthesize it. The reactants are: [N:1]1[CH:6]=[CH:5][CH:4]=[C:3]([C:7]2[O:11][C:10]([CH:12]=[O:13])=[CH:9][CH:8]=2)[CH:2]=1.[BH4-].[Na+].C(=O)(O)[O-].[Na+]. (7) Given the product [I-:15].[CH2:1]([N+:8]1([CH3:16])[CH2:13][CH2:12][C:11](=[O:14])[CH2:10][CH2:9]1)[C:2]1[CH:3]=[CH:4][CH:5]=[CH:6][CH:7]=1, predict the reactants needed to synthesize it. The reactants are: [CH2:1]([N:8]1[CH2:13][CH2:12][C:11](=[O:14])[CH2:10][CH2:9]1)[C:2]1[CH:7]=[CH:6][CH:5]=[CH:4][CH:3]=1.[I:15][CH3:16]. (8) Given the product [CH2:18]([C:4]1[NH:1][C:25]([NH2:26])=[N:24][C:5]=1[CH2:6][CH2:7][CH2:8][CH2:9][CH2:10][C:11]1[CH:16]=[CH:15][CH:14]=[CH:13][CH:12]=1)[CH2:19][CH2:20][CH2:21][CH3:22], predict the reactants needed to synthesize it. The reactants are: [N+:1]([CH:4]([CH2:18][CH2:19][CH2:20][CH2:21][CH3:22])[C:5](=O)[CH2:6][CH2:7][CH2:8][CH2:9][CH2:10][C:11]1[CH:16]=[CH:15][CH:14]=[CH:13][CH:12]=1)([O-])=O.Cl.[N:24]#[C:25][NH2:26]. (9) Given the product [CH:39]1([CH2:42][N:43]([CH2:44][CH:45]2[CH2:47][CH2:46]2)[C:27]([C:16]2[N:17]([CH2:24][CH2:25][CH3:26])[C:18]3[C:23]([C:15]=2[CH2:14][N:7]([CH2:6][C:5]2[CH:30]=[C:31]([C:33]([F:36])([F:34])[F:35])[CH:32]=[C:3]([C:2]([F:38])([F:1])[F:37])[CH:4]=2)[C:8]2[N:9]=[N:10][N:11]([CH3:13])[N:12]=2)=[CH:22][CH:21]=[CH:20][CH:19]=3)=[O:29])[CH2:41][CH2:40]1, predict the reactants needed to synthesize it. The reactants are: [F:1][C:2]([F:38])([F:37])[C:3]1[CH:4]=[C:5]([CH:30]=[C:31]([C:33]([F:36])([F:35])[F:34])[CH:32]=1)[CH2:6][N:7]([CH2:14][C:15]1[C:23]2[C:18](=[CH:19][CH:20]=[CH:21][CH:22]=2)[N:17]([CH2:24][CH2:25][CH3:26])[C:16]=1[C:27]([OH:29])=O)[C:8]1[N:9]=[N:10][N:11]([CH3:13])[N:12]=1.[CH:39]1([CH2:42][NH:43][CH2:44][CH:45]2[CH2:47][CH2:46]2)[CH2:41][CH2:40]1.FC(F)(F)C1C=C(C=C(C(F)(F)F)C=1)CN(CC1C2C(=CC=CC=2)NC=1C(O)=O)C1N=NN(C)N=1.C(NCC)C.